The task is: Predict the reactants needed to synthesize the given product.. This data is from Full USPTO retrosynthesis dataset with 1.9M reactions from patents (1976-2016). (1) Given the product [Cl:19][C:11]1[CH:12]=[C:13]([C:15]([O:17][CH3:18])=[O:16])[S:14][C:10]=1[C:5]1[CH:6]=[CH:7][C:8]([OH:9])=[C:3]([C:1]#[N:2])[CH:4]=1, predict the reactants needed to synthesize it. The reactants are: [C:1]([C:3]1[CH:4]=[C:5]([C:10]2[S:14][C:13]([C:15]([O:17][CH3:18])=[O:16])=[CH:12][CH:11]=2)[CH:6]=[CH:7][C:8]=1[OH:9])#[N:2].[Cl:19]N1C(=O)CCC1=O. (2) Given the product [C:22]1([C@@H:28]([O:30][C:31](=[O:35])[NH:32][C@H:33]2[C:4]3[C:5](=[CH:6][CH:46]=[C:45]([O:44][CH3:41])[N:3]=3)[NH:1][C@@H:10]([CH2:11][CH3:12])[CH2:34]2)[CH3:29])[CH:27]=[CH:26][CH:25]=[CH:24][CH:23]=1, predict the reactants needed to synthesize it. The reactants are: [N:1]1([CH:10](C2C(N)=CC=C(OC)N=2)[CH2:11][CH3:12])[C:5]2[CH:6]=CC=C[C:4]=2[N:3]=N1.[C:22]1([C@@H:28]([O:30][C:31](=[O:35])[NH:32][CH:33]=[CH2:34])[CH3:29])[CH:27]=[CH:26][CH:25]=[CH:24][CH:23]=1.C(=O)(O)[O-].[Na+].[C:41]([O:44][CH2:45][CH3:46])(=O)C. (3) Given the product [CH3:1][O:2][C:3]1[CH:4]=[CH:5][C:6]([CH2:7][N:8]2[CH:12]=[C:11]([C:13]3[CH:14]=[CH:15][N+:16]([O-:38])=[CH:17][CH:18]=3)[C:10]([C:19]3[CH:24]=[CH:23][CH:22]=[C:21]([N+:25]([O-:27])=[O:26])[CH:20]=3)=[N:9]2)=[CH:28][CH:29]=1, predict the reactants needed to synthesize it. The reactants are: [CH3:1][O:2][C:3]1[CH:29]=[CH:28][C:6]([CH2:7][N:8]2[CH:12]=[C:11]([C:13]3[CH:18]=[CH:17][N:16]=[CH:15][CH:14]=3)[C:10]([C:19]3[CH:24]=[CH:23][CH:22]=[C:21]([N+:25]([O-:27])=[O:26])[CH:20]=3)=[N:9]2)=[CH:5][CH:4]=1.ClC1C=CC=C(C(OO)=[O:38])C=1. (4) The reactants are: [CH3:1][C:2]1[C:6]2[C:7]3[CH:16]=[CH:15][CH:14]=[CH:13][C:8]=3[NH:9][CH:10]([CH3:12])[CH2:11][C:5]=2[O:4][N:3]=1.Cl[C:18]1[CH:25]=[CH:24][C:21]([C:22]#[N:23])=[CH:20][CH:19]=1.CC(OC1C=CC=C(OC(C)C)C=1C1C(P(C2CCCCC2)C2CCCCC2)=CC=CC=1)C.CC(C)([O-])C.[Na+]. Given the product [CH3:1][C:2]1[C:6]2[C:7]3[CH:16]=[CH:15][CH:14]=[CH:13][C:8]=3[N:9]([C:18]3[CH:25]=[CH:24][C:21]([C:22]#[N:23])=[CH:20][CH:19]=3)[CH:10]([CH3:12])[CH2:11][C:5]=2[O:4][N:3]=1, predict the reactants needed to synthesize it.